Dataset: Catalyst prediction with 721,799 reactions and 888 catalyst types from USPTO. Task: Predict which catalyst facilitates the given reaction. (1) Reactant: Br[C:2]1[C:3]([O:12][CH3:13])=[CH:4][C:5]([CH3:11])=[C:6]([CH:10]=1)[C:7]([OH:9])=O.O[C:15]1C=CC(C(=O)C)=C(C)C=1.C(=O)([O-])[O-].[K+].[K+].CI. Product: [CH3:13][O:12][C:3]1[CH:2]=[CH:10][C:6]([C:7](=[O:9])[CH3:15])=[C:5]([CH3:11])[CH:4]=1. The catalyst class is: 21. (2) Reactant: [CH3:1][C:2]([CH3:25])([CH2:11][CH2:12][CH2:13][N:14]1C(=O)C2=CC=CC=C2C1=O)[CH2:3][O:4][CH:5]1[CH2:10][CH2:9][CH2:8][CH2:7][O:6]1.O.NN. Product: [NH2:14][CH2:13][CH2:12][CH2:11][C:2]([CH3:25])([CH3:1])[CH2:3][O:4][CH:5]1[CH2:10][CH2:9][CH2:8][CH2:7][O:6]1. The catalyst class is: 511. (3) Reactant: [N+:1]([C:4]1[CH:12]=[CH:11][CH:10]=[C:9]2[C:5]=1[C:6](=[O:22])[N:7]([CH2:14][C:15]([O:17][C:18]([CH3:21])([CH3:20])[CH3:19])=[O:16])[C:8]2=[O:13])([O-])=O. Product: [NH2:1][C:4]1[CH:12]=[CH:11][CH:10]=[C:9]2[C:5]=1[C:6](=[O:22])[N:7]([CH2:14][C:15]([O:17][C:18]([CH3:20])([CH3:19])[CH3:21])=[O:16])[C:8]2=[O:13]. The catalyst class is: 19. (4) Reactant: [NH2:1][C:2]1[C:3]([Cl:15])=[CH:4][C:5]([CH2:10][CH2:11][CH2:12][CH:13]=[O:14])=[C:6]([CH:9]=1)[C:7]#[N:8].C1COCC1.[BH4-].[Na+]. Product: [NH2:1][C:2]1[C:3]([Cl:15])=[CH:4][C:5]([CH2:10][CH2:11][CH2:12][CH2:13][OH:14])=[C:6]([CH:9]=1)[C:7]#[N:8]. The catalyst class is: 5. (5) Reactant: [F:1][C:2]([F:20])([F:19])[C:3]([N:5]1[CH2:10][C@@H:9]2[CH2:11][C@H:6]1[CH2:7][N:8]2C(OC(C)(C)C)=O)=[O:4].FC(F)(F)C(O)=O. Product: [F:20][C:2]([F:1])([F:19])[C:3]([N:5]1[CH2:10][C@@H:9]2[CH2:11][C@H:6]1[CH2:7][NH:8]2)=[O:4]. The catalyst class is: 22. (6) Reactant: [C:1]([OH:10])(=[O:9])[C:2]1[C:3](=[CH:5][CH:6]=[CH:7][CH:8]=1)[NH2:4].[OH-:11].[Na+].[C:13](Cl)(=[O:23])[C:14]1[CH:22]=[CH:21][C:17]([C:18](Cl)=O)=[CH:16][CH:15]=1.O. Product: [C:14]1([C:13]2[O:23][C:1](=[O:11])[C:2]3[CH:8]=[CH:7][CH:6]=[CH:5][C:3]=3[N:4]=2)[CH:22]=[CH:21][C:17]([C:18]2[O:9][C:1](=[O:10])[C:2]3[CH:8]=[CH:7][CH:6]=[CH:5][C:3]=3[N:4]=2)=[CH:16][CH:15]=1. The catalyst class is: 824. (7) Reactant: [H-].[Na+].[OH:3][C:4]1[CH:9]=[CH:8][C:7]([C:10]([C:13]2[CH:18]=[CH:17][C:16]([OH:19])=[CH:15][CH:14]=2)([CH3:12])[CH3:11])=[CH:6][CH:5]=1.Cl[CH2:21][C@H:22]1[CH2:26][O:25][C:24]([CH3:28])([CH3:27])[O:23]1. Product: [CH3:27][C:24]1([CH3:28])[O:23][C@@H:22]([CH2:21][O:3][C:4]2[CH:5]=[CH:6][C:7]([C:10]([C:13]3[CH:14]=[CH:15][C:16]([OH:19])=[CH:17][CH:18]=3)([CH3:12])[CH3:11])=[CH:8][CH:9]=2)[CH2:26][O:25]1. The catalyst class is: 9. (8) Reactant: [H-].[Na+].[Br:3][C:4]1[CH:12]=[CH:11][C:7]([C:8]([NH2:10])=[O:9])=[C:6]([Cl:13])[CH:5]=1.CI.[CH3:16]COCC.CCCC(C)C. Product: [Br:3][C:4]1[CH:12]=[CH:11][C:7]([C:8]([NH:10][CH3:16])=[O:9])=[C:6]([Cl:13])[CH:5]=1. The catalyst class is: 1. (9) Product: [CH3:1][O:2][C:3]([C:4]1[CH:9]=[C:8]2[C:7](=[C:6]([F:17])[C:5]=1[NH:18][C:19]1[CH:24]=[CH:23][C:22]([Br:25])=[CH:21][C:20]=1[F:26])[N:14]=[CH:15][CH:11]=[C:10]2[CH3:12])=[O:27]. Reactant: [CH3:1][O:2][C:3](=[O:27])[C:4]1[CH:9]=[C:8]([C:10](O)([CH3:12])[CH3:11])[C:7]([NH:14][CH:15]=O)=[C:6]([F:17])[C:5]=1[NH:18][C:19]1[CH:24]=[CH:23][C:22]([Br:25])=[CH:21][C:20]=1[F:26]. The catalyst class is: 25.